Dataset: Full USPTO retrosynthesis dataset with 1.9M reactions from patents (1976-2016). Task: Predict the reactants needed to synthesize the given product. Given the product [Cl:19][C:18]1[CH:17]=[CH:16][N:15]=[CH:14][C:13]=1[NH:12][C:2](=[O:3])[O:4][CH2:5][C:6]1[CH:11]=[CH:10][CH:9]=[CH:8][CH:7]=1, predict the reactants needed to synthesize it. The reactants are: Cl[C:2]([O:4][CH2:5][C:6]1[CH:11]=[CH:10][CH:9]=[CH:8][CH:7]=1)=[O:3].[NH2:12][C:13]1[CH:14]=[N:15][CH:16]=[CH:17][C:18]=1[Cl:19].N1C=CC=CC=1.